From a dataset of Forward reaction prediction with 1.9M reactions from USPTO patents (1976-2016). Predict the product of the given reaction. (1) Given the reactants C([O-])(=O)C.[O:5]=[C:6]1[C@H:9]([NH3+:10])[CH2:8][NH:7]1.CCN(C(C)C)C(C)C.[C:20]1([CH2:26][CH2:27][CH2:28][CH2:29][CH2:30][O:31][C:32](N2C=CC=CC2=O)=[O:33])[CH:25]=[CH:24][CH:23]=[CH:22][CH:21]=1, predict the reaction product. The product is: [C:20]1([CH2:26][CH2:27][CH2:28][CH2:29][CH2:30][O:31][C:32](=[O:33])[NH:10][C@@H:9]2[CH2:8][NH:7][C:6]2=[O:5])[CH:25]=[CH:24][CH:23]=[CH:22][CH:21]=1. (2) The product is: [Br:1][C:2]1[CH:7]=[CH:6][C:5]([CH:8]([C:19]2[CH:20]=[CH:21][C:22]([S:25]([CH3:28])(=[O:27])=[O:26])=[CH:23][CH:24]=2)[NH:9][C@H:10]([C:15]([O:17][CH3:18])=[O:16])[CH2:11][CH:12]([CH3:13])[CH3:14])=[CH:4][CH:3]=1.[CH3:47][S:44]([C:41]1[CH:42]=[CH:43][C:38]([CH2:36][OH:37])=[CH:39][CH:40]=1)(=[O:45])=[O:46]. Given the reactants [Br:1][C:2]1[CH:7]=[CH:6][C:5]([C:8]([C:19]2[CH:24]=[CH:23][C:22]([S:25]([CH3:28])(=[O:27])=[O:26])=[CH:21][CH:20]=2)=[N:9][C@H:10]([C:15]([O:17][CH3:18])=[O:16])[CH2:11][CH:12]([CH3:14])[CH3:13])=[CH:4][CH:3]=1.BrC1C=CC([C:36]([C:38]2[CH:43]=[CH:42][C:41]([S:44]([CH3:47])(=[O:46])=[O:45])=[CH:40][CH:39]=2)=[O:37])=CC=1.[BH4-].[Na+], predict the reaction product. (3) Given the reactants [C:1]([NH:6][C@H:7]([C:10]([O:12][CH2:13][CH3:14])=[O:11])[C:8]#[N:9])(=[O:5])[CH:2]([CH3:4])[CH3:3], predict the reaction product. The product is: [NH2:9][C:8]1[O:5][C:1]([CH:2]([CH3:4])[CH3:3])=[N:6][C:7]=1[C:10]([O:12][CH2:13][CH3:14])=[O:11]. (4) Given the reactants [CH:1]([CH:3]1[C:12]2[C:7](=[C:8]([N+:13]([O-])=O)[CH:9]=[CH:10][CH:11]=2)[CH2:6][O:5][CH2:4]1)=[CH2:2].[NH4+].[Cl-], predict the reaction product. The product is: [CH:1]([CH:3]1[C:12]2[C:7](=[C:8]([NH2:13])[CH:9]=[CH:10][CH:11]=2)[CH2:6][O:5][CH2:4]1)=[CH2:2]. (5) The product is: [CH3:23][O:26][CH2:27][CH2:4][C@H:5]([NH:14][C:15](=[O:21])[O:16][C:17]([CH3:18])([CH3:19])[CH3:20])[C:6]([N:8]1[CH2:9][CH2:10][O:11][CH2:12][CH2:13]1)=[O:7]. Given the reactants C(O[CH2:4][C@H:5]([NH:14][C:15](=[O:21])[O:16][C:17]([CH3:20])([CH3:19])[CH3:18])[C:6]([N:8]1[CH2:13][CH2:12][O:11][CH2:10][CH2:9]1)=[O:7])C.C[C:23]([O:26][C:27](N[C@H](C(O)=O)CCOC)=O)(C)C, predict the reaction product. (6) Given the reactants [Br:1][C:2]1[CH:3]=[C:4]([C@H:9]([NH:25]C(=O)OC(C)(C)C)[CH2:10][N:11]([CH3:24])[S:12]([C:15]2[CH:20]=[CH:19][CH:18]=[CH:17][C:16]=2[N+:21]([O-:23])=[O:22])(=[O:14])=[O:13])[CH:5]=[C:6]([F:8])[CH:7]=1.[ClH:33], predict the reaction product. The product is: [ClH:33].[NH2:25][C@@H:9]([C:4]1[CH:5]=[C:6]([F:8])[CH:7]=[C:2]([Br:1])[CH:3]=1)[CH2:10][N:11]([CH3:24])[S:12]([C:15]1[CH:20]=[CH:19][CH:18]=[CH:17][C:16]=1[N+:21]([O-:23])=[O:22])(=[O:14])=[O:13].